This data is from Forward reaction prediction with 1.9M reactions from USPTO patents (1976-2016). The task is: Predict the product of the given reaction. (1) Given the reactants [Si:1]([O:8][CH2:9][C:10]([C:12]1[CH:17]=[CH:16][C:15]([N+:18]([O-])=O)=[CH:14][CH:13]=1)=[O:11])([C:4]([CH3:7])([CH3:6])[CH3:5])([CH3:3])[CH3:2].[Cl-].[NH4+], predict the reaction product. The product is: [NH2:18][C:15]1[CH:16]=[CH:17][C:12]([C:10](=[O:11])[CH2:9][O:8][Si:1]([C:4]([CH3:6])([CH3:5])[CH3:7])([CH3:3])[CH3:2])=[CH:13][CH:14]=1. (2) Given the reactants [NH2:1][CH2:2][C@@H:3]1[C@H:8]([CH3:9])[CH2:7][CH2:6][CH2:5][N:4]1[C:10]([C:12]1[CH:17]=[C:16]([CH3:18])[CH:15]=[CH:14][C:13]=1[C:19]1[N:24]=[CH:23][CH:22]=[CH:21][N:20]=1)=[O:11].Cl[C:26]1[O:27][C:28]2[CH:34]=[CH:33][CH:32]=[CH:31][C:29]=2[N:30]=1, predict the reaction product. The product is: [O:27]1[C:28]2[CH:34]=[CH:33][CH:32]=[CH:31][C:29]=2[N:30]=[C:26]1[NH:1][CH2:2][C@@H:3]1[C@H:8]([CH3:9])[CH2:7][CH2:6][CH2:5][N:4]1[C:10]([C:12]1[CH:17]=[C:16]([CH3:18])[CH:15]=[CH:14][C:13]=1[C:19]1[N:20]=[CH:21][CH:22]=[CH:23][N:24]=1)=[O:11]. (3) Given the reactants [Br:1][C:2]1[NH:11][C:5]2[N:6]=[CH:7][N:8]=[C:9](Cl)[C:4]=2[CH:3]=1.[OH:12][C:13]1[CH:14]=[C:15]([CH:17]=[CH:18][C:19]=1[O:20][CH3:21])[NH2:16].C(N(C(C)C)CC)(C)C, predict the reaction product. The product is: [Br:1][C:2]1[NH:11][C:5]2[N:6]=[CH:7][N:8]=[C:9]([NH:16][C:15]3[CH:17]=[CH:18][C:19]([O:20][CH3:21])=[C:13]([OH:12])[CH:14]=3)[C:4]=2[CH:3]=1. (4) The product is: [Cl:1][C:2]1[C:3]([O:12][C:13]2[CH:18]=[C:17]([O:19][CH2:43][CH2:42][C:41]([OH:46])([CH3:45])[CH3:40])[CH:16]=[CH:15][C:14]=2/[CH:20]=[CH:21]/[C:22]([O:24][CH2:25][CH3:26])=[O:23])=[N:4][CH:5]=[C:6]([C:8]([F:9])([F:11])[F:10])[CH:7]=1. Given the reactants [Cl:1][C:2]1[C:3]([O:12][C:13]2[CH:18]=[C:17]([OH:19])[CH:16]=[CH:15][C:14]=2/[CH:20]=[CH:21]/[C:22]([O:24][CH2:25][CH3:26])=[O:23])=[N:4][CH:5]=[C:6]([C:8]([F:11])([F:10])[F:9])[CH:7]=1.C(P(CCCC)CCCC)CCC.[CH3:40][C:41]([OH:46])([CH3:45])[CH2:42][CH2:43]O.N(C(N1CCCCC1)=O)=NC(N1CCCCC1)=O, predict the reaction product. (5) Given the reactants [Cl:1][C:2]1[CH:7]=[CH:6][C:5]([S:8]([CH:11]2[C:19]3[C:14](=[CH:15][CH:16]=[CH:17][C:18]=3[N+:20]([O-])=O)[NH:13][C:12]2([CH3:27])CC(O)=O)(=[O:10])=[O:9])=[CH:4][CH:3]=1.ClC1C(C#N)=C2C(=CC=1)N([CH2:38][C:39]([O:41][CH3:42])=[O:40])C(C)=C2S(C1C=CC(Cl)=CC=1)(=O)=O.[C:56](O)(=O)C, predict the reaction product. The product is: [NH2:20][C:18]1[CH:17]=[CH:16][CH:15]=[C:14]2[C:19]=1[C:11]([S:8]([C:5]1[CH:4]=[CH:3][C:2]([Cl:1])=[CH:7][CH:6]=1)(=[O:10])=[O:9])=[C:12]([CH3:27])[N:13]2[CH2:38][C:39]([O:41][CH2:42][CH3:56])=[O:40]. (6) Given the reactants [CH2:1]([O:3][C:4]([N:6]1[CH2:11][CH2:10][C:9]2[C:12]([C:16]#[N:17])=[C:13]([NH2:15])[S:14][C:8]=2[CH2:7]1)=[O:5])[CH3:2].[CH3:18][O:19][C:20]1[CH:21]=[C:22]([CH:26]=[C:27]([O:29][CH3:30])[CH:28]=1)[C:23](Cl)=[O:24], predict the reaction product. The product is: [CH2:1]([O:3][C:4]([N:6]1[CH2:11][CH2:10][C:9]2[C:12]([C:16]#[N:17])=[C:13]([NH:15][C:23](=[O:24])[C:22]3[CH:26]=[C:27]([O:29][CH3:30])[CH:28]=[C:20]([O:19][CH3:18])[CH:21]=3)[S:14][C:8]=2[CH2:7]1)=[O:5])[CH3:2].